Dataset: Reaction yield outcomes from USPTO patents with 853,638 reactions. Task: Predict the reaction yield, written as a fraction of the theoretical maximum amount of product (1.0 means a 100% yield; for example, 0.34 means a 34% yield). (1) The reactants are C([S:6][C:7]1[CH:8]=[C:9]([C:13]2[CH:18]=[CH:17][CH:16]=[CH:15][CH:14]=2)[CH:10]=[CH:11][CH:12]=1)(=S)OCC.[OH-].[K+]. The catalyst is C(O)C. The product is [C:9]1([C:13]2[CH:14]=[CH:15][CH:16]=[CH:17][CH:18]=2)[CH:10]=[CH:11][CH:12]=[C:7]([SH:6])[CH:8]=1. The yield is 0.773. (2) The reactants are Cl.[NH2:2][CH:3]([C:8]([O:10][CH3:11])=[O:9])[C:4]([O:6][CH3:7])=[O:5].[Cl:12][C:13]1[CH:21]=[CH:20][C:16]([C:17](Cl)=[O:18])=[CH:15][CH:14]=1.O. The catalyst is ClCCl. The product is [Cl:12][C:13]1[CH:21]=[CH:20][C:16]([C:17]([NH:2][CH:3]([C:8]([O:10][CH3:11])=[O:9])[C:4]([O:6][CH3:7])=[O:5])=[O:18])=[CH:15][CH:14]=1. The yield is 0.790. (3) The reactants are Br[C:2]1[CH:3]=[CH:4][C:5]2[N:6]([CH:8]=[C:9]([C:11]([F:14])([F:13])[F:12])[N:10]=2)[CH:7]=1.C[S-:16].[Na+]. The catalyst is CC(N(C)C)=O. The product is [F:12][C:11]([F:14])([F:13])[C:9]1[N:10]=[C:5]2[CH:4]=[CH:3][C:2]([SH:16])=[CH:7][N:6]2[CH:8]=1. The yield is 6.14. (4) The reactants are [OH:1][CH:2]1[C:11]2[N:10]=[CH:9][CH:8]=[CH:7][C:6]=2[CH2:5][CH2:4][CH2:3]1. The catalyst is C(Cl)Cl.[O-2].[O-2].[Mn+4]. The product is [N:10]1[C:11]2[C:2](=[O:1])[CH2:3][CH2:4][CH2:5][C:6]=2[CH:7]=[CH:8][CH:9]=1. The yield is 0.820. (5) The reactants are O[Li].O.[Br:4][C:5]1[CH:6]=[CH:7][C:8]2[N:9]([CH2:19][CH:20]3[O:24]C(=O)[N:22]([C:26]4[CH:31]=[CH:30][CH:29]=[CH:28][N:27]=4)[CH2:21]3)[C:10]3[C:15]([C:16]=2[CH:17]=1)=[CH:14][C:13]([Br:18])=[CH:12][CH:11]=3. The catalyst is C1COCC1.O. The product is [Br:18][C:13]1[CH:12]=[CH:11][C:10]2[N:9]([CH2:19][CH:20]([OH:24])[CH2:21][NH:22][C:26]3[CH:31]=[CH:30][CH:29]=[CH:28][N:27]=3)[C:8]3[C:16]([C:15]=2[CH:14]=1)=[CH:17][C:5]([Br:4])=[CH:6][CH:7]=3. The yield is 0.410. (6) The reactants are [C:1]([C:4]1[CH:9]=[CH:8][CH:7]=[CH:6][C:5]=1[S:10][C:11]1[CH:19]=[C:18]([Cl:20])[CH:17]=[CH:16][C:12]=1[C:13](O)=[O:14])(O)=[O:2].S(C1C=CC=CC=1C(OC)=O)C1C=CC=CC=1C(OC)=O. No catalyst specified. The product is [Cl:20][C:18]1[CH:17]=[CH:16][C:12]([CH2:13][OH:14])=[C:11]([S:10][C:5]2[CH:6]=[CH:7][CH:8]=[CH:9][C:4]=2[CH2:1][OH:2])[CH:19]=1. The yield is 0.790. (7) The reactants are [C:1]1([C:7]2[C:15]3[C:10](=[CH:11][CH:12]=[CH:13][CH:14]=3)[N:9]([S:16]([C:19]3[CH:27]=[CH:26][C:22]([C:23]([OH:25])=O)=[CH:21][CH:20]=3)(=[O:18])=[O:17])[CH:8]=2)[CH:6]=[CH:5][CH:4]=[CH:3][CH:2]=1.[NH:28]1[CH2:31][CH:30]([OH:32])[CH2:29]1.C(N(CC)CC)C.N1(O[P+](N(C)C)(N(C)C)N(C)C)C2C=CC=CC=2N=N1. The catalyst is ClCCl. The product is [OH:32][CH:30]1[CH2:31][N:28]([C:23]([C:22]2[CH:21]=[CH:20][C:19]([S:16]([N:9]3[C:10]4[C:15](=[CH:14][CH:13]=[CH:12][CH:11]=4)[C:7]([C:1]4[CH:6]=[CH:5][CH:4]=[CH:3][CH:2]=4)=[CH:8]3)(=[O:18])=[O:17])=[CH:27][CH:26]=2)=[O:25])[CH2:29]1. The yield is 0.730. (8) The reactants are [Cl:1][C:2]1[CH:12]=[CH:11][CH:10]=[CH:9][C:3]=1[C@@H:4]([OH:8])[C:5]([OH:7])=[O:6].S(=O)(=O)(O)O.[CH3:18]O. No catalyst specified. The product is [CH3:18][O:6][C:5](=[O:7])[C@H:4]([OH:8])[C:3]1[CH:9]=[CH:10][CH:11]=[CH:12][C:2]=1[Cl:1]. The yield is 0.940. (9) The reactants are [CH3:1][C@@:2]12[C@@H:10]([OH:11])[CH2:9][CH2:8][C@H:7]1[C@@H:6]1[CH2:12][CH2:13][C:14]3[CH:19]=[C:18]([OH:20])[CH:17]=[CH:16][C:15]=3[C@H:5]1[CH2:4][CH2:3]2.[H-].[Na+].[CH2:23](Br)[C:24]1[CH:29]=[CH:28][CH:27]=[CH:26][CH:25]=1. The catalyst is CN(C)C=O. The product is [CH2:23]([O:20][C:18]1[CH:17]=[CH:16][C:15]2[C@@H:5]3[C@H:6]([C@H:7]4[C@@:2]([CH2:3][CH2:4]3)([CH3:1])[C@@H:10]([O:11][CH2:1][C:2]3[CH:7]=[CH:6][CH:5]=[CH:4][CH:3]=3)[CH2:9][CH2:8]4)[CH2:12][CH2:13][C:14]=2[CH:19]=1)[C:24]1[CH:29]=[CH:28][CH:27]=[CH:26][CH:25]=1. The yield is 0.950. (10) The reactants are [N+:1]([C:4]1[CH:9]=[CH:8][CH:7]=[CH:6][C:5]=1[C:10]1[N:11]=[C:12]2[N:17]=[CH:16][CH:15]=[CH:14][N:13]2[CH:18]=1)([O-])=O. The catalyst is CO. The product is [N:11]1[C:10]([C:5]2[CH:6]=[CH:7][CH:8]=[CH:9][C:4]=2[NH2:1])=[CH:18][N:13]2[CH:14]=[CH:15][CH:16]=[N:17][C:12]=12. The yield is 0.760.